This data is from Forward reaction prediction with 1.9M reactions from USPTO patents (1976-2016). The task is: Predict the product of the given reaction. (1) Given the reactants Cl[C:2]1[C:11]2[C:6](=[CH:7][C:8]([O:14][CH3:15])=[C:9]([O:12][CH3:13])[CH:10]=2)[N:5]=[CH:4][CH:3]=1.[CH3:16][C:17]([C:19]1[CH:24]=[C:23]([Br:25])[CH:22]=[CH:21][C:20]=1[OH:26])=[O:18], predict the reaction product. The product is: [Br:25][C:23]1[CH:22]=[CH:21][C:20]([O:26][C:2]2[C:11]3[C:6](=[CH:7][C:8]([O:14][CH3:15])=[C:9]([O:12][CH3:13])[CH:10]=3)[N:5]=[CH:4][CH:3]=2)=[C:19]([C:17](=[O:18])[CH3:16])[CH:24]=1. (2) Given the reactants [F:1][C:2]([F:18])([F:17])[C@H:3]1[CH2:8][CH2:7][C@H:6]([C:9]2[CH:14]=[CH:13][C:12]([CH2:15]O)=[CH:11][CH:10]=2)[CH2:5][CH2:4]1.C1(P(C2C=CC=CC=2)C2C=CC=CC=2)C=CC=CC=1.C(Br)(Br)(Br)[Br:39].O, predict the reaction product. The product is: [Br:39][CH2:15][C:12]1[CH:13]=[CH:14][C:9]([C@H:6]2[CH2:7][CH2:8][C@H:3]([C:2]([F:18])([F:17])[F:1])[CH2:4][CH2:5]2)=[CH:10][CH:11]=1. (3) Given the reactants [NH2:1][C:2]1[CH:11]=[C:10]2[C:5]([CH2:6][CH2:7][CH2:8][N:9]2[CH3:12])=[CH:4][CH:3]=1.N1C=CC=CC=1.Cl[C:20](OC1C=CC=CC=1)=[O:21].C(N(CC)CC)C.[CH3:36][C@@H:37]1[CH2:42][N:41]([C:43]2[C:48]([C:49]([F:52])([F:51])[F:50])=[CH:47][CH:46]=[CH:45][N:44]=2)[CH2:40][CH2:39][NH:38]1, predict the reaction product. The product is: [CH3:36][C@@H:37]1[CH2:42][N:41]([C:43]2[C:48]([C:49]([F:52])([F:50])[F:51])=[CH:47][CH:46]=[CH:45][N:44]=2)[CH2:40][CH2:39][N:38]1[C:20]([NH:1][C:2]1[CH:11]=[C:10]2[C:5]([CH2:6][CH2:7][CH2:8][N:9]2[CH3:12])=[CH:4][CH:3]=1)=[O:21]. (4) Given the reactants [C:1]([C:4]1[CH:5]=[CH:6][C:7]([O:13][CH2:14][C:15]2[CH:20]=[CH:19][CH:18]=[CH:17][CH:16]=2)=[C:8]([CH:12]=1)[C:9]([NH2:11])=[O:10])(=[O:3])[CH3:2].BrBr, predict the reaction product. The product is: [CH2:14]([O:13][C:7]1[CH:6]=[CH:5][C:4]([CH:1]2[CH2:2][O:3]2)=[CH:12][C:8]=1[C:9]([NH2:11])=[O:10])[C:15]1[CH:20]=[CH:19][CH:18]=[CH:17][CH:16]=1. (5) Given the reactants [CH2:1]([O:8][C:9]1[C:10](=[O:30])[N:11]([CH2:21][O:22][CH2:23][C:24]2[CH:29]=[CH:28][CH:27]=[CH:26][CH:25]=2)[C:12](=[O:20])[N:13]([CH2:15][CH2:16][N:17]([CH3:19])[CH3:18])[N:14]=1)[C:2]1[CH:7]=[CH:6][CH:5]=[CH:4][CH:3]=1.[CH:31]([N:34]1[CH2:39]CNC[CH2:35]1)([CH3:33])[CH3:32].C(=O)([O-])[O-].[K+].[K+], predict the reaction product. The product is: [CH2:1]([O:8][C:9]1[C:10](=[O:30])[N:11]([CH2:21][O:22][CH2:23][C:24]2[CH:25]=[CH:26][CH:27]=[CH:28][CH:29]=2)[C:12](=[O:20])[N:13]([CH2:15][CH2:16][N:17]2[CH2:19][CH2:39][N:34]([CH:31]([CH3:33])[CH3:32])[CH2:35][CH2:18]2)[N:14]=1)[C:2]1[CH:7]=[CH:6][CH:5]=[CH:4][CH:3]=1. (6) Given the reactants [CH2:1]([SH:5])[CH2:2][CH2:3][SH:4].[CH2:6]([O:18][C:19]1[CH:20]=[C:21]([CH:24]=[CH:25][C:26]=1[O:27][CH2:28][CH2:29][CH2:30][CH2:31][CH2:32][CH2:33][CH2:34][CH2:35][CH2:36][CH2:37][CH2:38][CH3:39])[CH:22]=O)[CH2:7][CH2:8][CH2:9][CH2:10][CH2:11][CH2:12][CH2:13][CH2:14][CH2:15][CH2:16][CH3:17].Cl, predict the reaction product. The product is: [CH2:6]([O:18][C:19]1[CH:20]=[C:21]([CH:22]2[S:5][CH2:1][CH2:2][CH2:3][S:4]2)[CH:24]=[CH:25][C:26]=1[O:27][CH2:28][CH2:29][CH2:30][CH2:31][CH2:32][CH2:33][CH2:34][CH2:35][CH2:36][CH2:37][CH2:38][CH3:39])[CH2:7][CH2:8][CH2:9][CH2:10][CH2:11][CH2:12][CH2:13][CH2:14][CH2:15][CH2:16][CH3:17]. (7) Given the reactants [Br:1][C:2]1[N:6]([S:7]([C:10]2[CH:15]=[CH:14][CH:13]=[CH:12][CH:11]=2)(=[O:9])=[O:8])[CH:5]=[C:4]([C:16](OC)=[O:17])[C:3]=1[CH:20]([CH3:22])[CH3:21].[H-].C([Al+]CC(C)C)C(C)C.C[N+]1([O-])CCOCC1, predict the reaction product. The product is: [Br:1][C:2]1[N:6]([S:7]([C:10]2[CH:15]=[CH:14][CH:13]=[CH:12][CH:11]=2)(=[O:9])=[O:8])[CH:5]=[C:4]([CH:16]=[O:17])[C:3]=1[CH:20]([CH3:22])[CH3:21].